This data is from Full USPTO retrosynthesis dataset with 1.9M reactions from patents (1976-2016). The task is: Predict the reactants needed to synthesize the given product. (1) Given the product [Cl:1][C:2]1[C:7]([O:8][C:9]2[C:14]([C:15]([F:16])([F:17])[F:18])=[CH:13][CH:12]=[CH:11][N:10]=2)=[CH:6][C:5]([N:19]2[C:22](=[O:29])[N:23]3[CH2:24][CH2:25][CH2:26][CH2:27][N:28]3[C:20]2=[S:21])=[C:4]([F:30])[CH:3]=1, predict the reactants needed to synthesize it. The reactants are: [Cl:1][C:2]1[C:7]([O:8][C:9]2[C:14]([C:15]([F:18])([F:17])[F:16])=[CH:13][CH:12]=[CH:11][N:10]=2)=[CH:6][C:5]([N:19]=[C:20]2[N:28]3[N:23]([CH2:24][CH2:25][CH2:26][CH2:27]3)[C:22](=[O:29])[S:21]2)=[C:4]([F:30])[CH:3]=1.C[O-].[Na+]. (2) Given the product [Cl:36][CH2:25][C:21]1[N:20]([C:1]([C:14]2[CH:19]=[CH:18][CH:17]=[CH:16][CH:15]=2)([C:8]2[CH:13]=[CH:12][CH:11]=[CH:10][CH:9]=2)[C:2]2[CH:7]=[CH:6][CH:5]=[CH:4][CH:3]=2)[CH:24]=[CH:23][N:22]=1, predict the reactants needed to synthesize it. The reactants are: [C:1]([N:20]1[CH:24]=[CH:23][N:22]=[C:21]1[CH2:25]O)([C:14]1[CH:19]=[CH:18][CH:17]=[CH:16][CH:15]=1)([C:8]1[CH:13]=[CH:12][CH:11]=[CH:10][CH:9]=1)[C:2]1[CH:7]=[CH:6][CH:5]=[CH:4][CH:3]=1.C(N(CC)CC)C.S(Cl)([Cl:36])=O. (3) The reactants are: [C:1]1([N:7]([C:23]2[CH:28]=[CH:27][CH:26]=[CH:25][CH:24]=2)[C:8]2[CH:13]=[CH:12][C:11](B3OC(C)(C)C(C)(C)O3)=[CH:10][CH:9]=2)[CH:6]=[CH:5][CH:4]=[CH:3][CH:2]=1.Br[C:30]1[CH:35]=[C:34]([CH2:36][O:37][C:38](=[O:40])[CH3:39])[CH:33]=[CH:32][C:31]=1[CH2:41][O:42][C:43](=[O:45])[CH3:44].C1(C)C=CC=CC=1.C(=O)([O-])[O-].[Na+].[Na+]. Given the product [C:1]1([N:7]([C:23]2[CH:28]=[CH:27][CH:26]=[CH:25][CH:24]=2)[C:8]2[CH:9]=[CH:10][C:11]([C:32]3[CH:33]=[C:34]([CH2:36][O:37][C:38](=[O:40])[CH3:39])[CH:35]=[CH:30][C:31]=3[CH2:41][O:42][C:43](=[O:45])[CH3:44])=[CH:12][CH:13]=2)[CH:6]=[CH:5][CH:4]=[CH:3][CH:2]=1, predict the reactants needed to synthesize it. (4) Given the product [ClH:12].[CH3:1][O:2][C:3]1[CH:8]=[CH:7][C:6]([C:13]2[CH:14]=[C:15]([CH2:19][N:20]3[CH:24]=[CH:23][N:22]=[C:21]3[CH3:25])[N:16]=[N:17][CH:18]=2)=[CH:5][CH:4]=1, predict the reactants needed to synthesize it. The reactants are: [CH3:1][O:2][C:3]1[CH:8]=[CH:7][C:6](B(O)O)=[CH:5][CH:4]=1.[Cl:12][C:13]1[CH:14]=[C:15]([CH2:19][N:20]2[CH:24]=[CH:23][N:22]=[C:21]2[CH3:25])[N:16]=[N:17][CH:18]=1.